This data is from Reaction yield outcomes from USPTO patents with 853,638 reactions. The task is: Predict the reaction yield, written as a fraction of the theoretical maximum amount of product (1.0 means a 100% yield; for example, 0.34 means a 34% yield). The reactants are [Cl:1][C:2]1[C:7]([C:8]#[N:9])=[C:6]([N:10]2[CH2:13][CH:12]([O:14][CH3:15])[CH2:11]2)[C:5]([O:16][CH2:17][CH3:18])=[C:4]([CH:19](O)[CH3:20])[CH:3]=1.CN(C)C=O.S(Cl)([Cl:29])=O. The catalyst is C(Cl)Cl.CCOC(C)=O. The product is [Cl:1][C:2]1[C:7]([C:8]#[N:9])=[C:6]([N:10]2[CH2:13][CH:12]([O:14][CH3:15])[CH2:11]2)[C:5]([O:16][CH2:17][CH3:18])=[C:4]([CH:19]([Cl:29])[CH3:20])[CH:3]=1. The yield is 1.00.